From a dataset of Catalyst prediction with 721,799 reactions and 888 catalyst types from USPTO. Predict which catalyst facilitates the given reaction. (1) Reactant: C(OC([N:8]1[CH2:13][CH2:12][CH:11]([NH:14][C:15]2[CH:20]=[CH:19][C:18]([O:21][C:22]([F:25])([F:24])[F:23])=[CH:17][CH:16]=2)[CH2:10][CH2:9]1)=O)(C)(C)C.[Cl:26]CCl. Product: [ClH:26].[NH:8]1[CH2:13][CH2:12][CH:11]([NH:14][C:15]2[CH:16]=[CH:17][C:18]([O:21][C:22]([F:23])([F:24])[F:25])=[CH:19][CH:20]=2)[CH2:10][CH2:9]1.[ClH:26]. The catalyst class is: 55. (2) Reactant: [F:1][C:2]1[CH:7]=[CH:6][C:5]([S:8]([NH:11][C@@H:12]([CH2:16]O)[CH2:13][CH2:14][OH:15])(=[O:10])=[O:9])=[CH:4][CH:3]=1.C1CCN(C(/N=N/C(N2CCCCC2)=O)=O)CC1.C(P(CCCC)CCCC)CCC. Product: [F:1][C:2]1[CH:7]=[CH:6][C:5]([S:8]([N:11]2[CH2:16][C@H:12]2[CH2:13][CH2:14][OH:15])(=[O:10])=[O:9])=[CH:4][CH:3]=1. The catalyst class is: 1.